From a dataset of Full USPTO retrosynthesis dataset with 1.9M reactions from patents (1976-2016). Predict the reactants needed to synthesize the given product. (1) The reactants are: [Cl:1][C:2]1[CH:3]=[C:4]([CH:28]=[CH:29][CH:30]=1)[CH2:5][N:6]1[C:10]([C:11]([F:14])([F:13])[F:12])=[C:9]([CH3:15])[C:8]([C:16]2[CH:21]=[CH:20][C:19]([Cl:22])=[CH:18][CH:17]=2)=[C:7]1[C:23]([O:25]CC)=[O:24].[OH-].[Na+]. Given the product [Cl:1][C:2]1[CH:3]=[C:4]([CH:28]=[CH:29][CH:30]=1)[CH2:5][N:6]1[C:10]([C:11]([F:13])([F:12])[F:14])=[C:9]([CH3:15])[C:8]([C:16]2[CH:21]=[CH:20][C:19]([Cl:22])=[CH:18][CH:17]=2)=[C:7]1[C:23]([OH:25])=[O:24], predict the reactants needed to synthesize it. (2) Given the product [C:1]([C:5]1[CH:10]=[C:9]([F:11])[C:8]([CH3:12])=[CH:7][C:6]=1[O:13][CH2:14][O:15][CH3:16])([CH3:4])([CH3:3])[CH3:2], predict the reactants needed to synthesize it. The reactants are: [C:1]([C:5]1[CH:10]=[C:9]([F:11])[C:8]([CH3:12])=[CH:7][C:6]=1[OH:13])([CH3:4])([CH3:3])[CH3:2].[CH3:14][O:15][CH2:16]Cl. (3) Given the product [CH2:10]([N:9]([CH2:12][CH3:13])[CH2:8][CH2:7][O:6][C:5]1[CH:14]=[CH:15][C:2]([B:19]2[O:20][C:21]([CH3:23])([CH3:22])[C:17]([CH3:38])([CH3:16])[O:18]2)=[CH:3][CH:4]=1)[CH3:11], predict the reactants needed to synthesize it. The reactants are: Br[C:2]1[CH:15]=[CH:14][C:5]([O:6][CH2:7][CH2:8][N:9]([CH2:12][CH3:13])[CH2:10][CH3:11])=[CH:4][CH:3]=1.[CH3:16][C:17]1([CH3:38])[C:21]([CH3:23])([CH3:22])[O:20][B:19](C2C=CC(OC3C=CC=CC=3)=CC=2C)[O:18]1. (4) Given the product [ClH:1].[Cl:1][C:2]1[CH:3]=[C:4]([CH:26]=[CH:27][C:28]=1[Cl:29])[CH:5]=[CH:6][C:7]1=[N:8][CH2:9][CH2:10][N:11]([CH3:25])[C:12]2[CH:17]=[C:16]([OH:18])[CH:15]=[CH:14][C:13]1=2, predict the reactants needed to synthesize it. The reactants are: [Cl:1][C:2]1[CH:3]=[C:4]([CH:26]=[CH:27][C:28]=1[Cl:29])[CH:5]=[CH:6][C:7]1=[N:8][CH2:9][CH2:10][N:11]([CH3:25])[C:12]2[CH:17]=[C:16]([O:18]C3CCCCO3)[CH:15]=[CH:14][C:13]1=2.C1(C)C=CC(S(O)(=O)=O)=CC=1. (5) Given the product [NH:13]1[C:14]2[C:19](=[CH:18][CH:17]=[CH:16][CH:15]=2)[CH:11]=[C:12]1[NH2:32], predict the reactants needed to synthesize it. The reactants are: C(OC([C:11]1[C:19]2[C:14](=[CH:15][CH:16]=[C:17](CCOS(C)(=O)=O)[CH:18]=2)[NH:13][C:12]=1C)=O)C1C=CC=CC=1.OC1CC[NH:32]CC1. (6) Given the product [CH2:1]([O:3][C:4]([C:6]1([C:9]2[CH:14]=[CH:13][C:12]([C:15]3[CH:20]=[CH:19][C:18]([C:21]4[O:25][N:24]=[C:23]([CH3:26])[C:22]=4[CH2:27][S:36][CH2:29][C:30]4[CH:35]=[CH:34][CH:33]=[CH:32][CH:31]=4)=[CH:17][CH:16]=3)=[CH:11][CH:10]=2)[CH2:8][CH2:7]1)=[O:5])[CH3:2], predict the reactants needed to synthesize it. The reactants are: [CH2:1]([O:3][C:4]([C:6]1([C:9]2[CH:14]=[CH:13][C:12]([C:15]3[CH:20]=[CH:19][C:18]([C:21]4[O:25][N:24]=[C:23]([CH3:26])[C:22]=4[CH2:27]Br)=[CH:17][CH:16]=3)=[CH:11][CH:10]=2)[CH2:8][CH2:7]1)=[O:5])[CH3:2].[CH2:29]([SH:36])[C:30]1[CH:35]=[CH:34][CH:33]=[CH:32][CH:31]=1.